This data is from Full USPTO retrosynthesis dataset with 1.9M reactions from patents (1976-2016). The task is: Predict the reactants needed to synthesize the given product. (1) Given the product [C:35]([C@@H:19]([NH:18][C:15]([CH:10]1[CH2:9][N:8]([C:6]([O:5][C:1]([CH3:2])([CH3:3])[CH3:4])=[O:7])[CH2:14][CH2:13][CH2:12][O:11]1)=[O:17])[CH2:20][C:21]1[CH:26]=[CH:25][C:24]([C:27]2[CH:32]=[CH:31][C:30]([C:33]#[N:34])=[CH:29][CH:28]=2)=[CH:23][CH:22]=1)#[N:36], predict the reactants needed to synthesize it. The reactants are: [C:1]([O:5][C:6]([N:8]1[CH2:14][CH2:13][CH2:12][O:11][CH:10]([C:15]([OH:17])=O)[CH2:9]1)=[O:7])([CH3:4])([CH3:3])[CH3:2].[NH2:18][C@H:19]([C:35]#[N:36])[CH2:20][C:21]1[CH:26]=[CH:25][C:24]([C:27]2[CH:32]=[CH:31][C:30]([C:33]#[N:34])=[CH:29][CH:28]=2)=[CH:23][CH:22]=1.C(P1(=O)OP(CCC)(=O)OP(CCC)(=O)O1)CC. (2) The reactants are: C(O)(C(F)(F)F)=O.C1(C)C=C(C)C=C(C)C=1S(O[NH:20]C(=O)OC(C)(C)C)(=O)=O.[CH2:29]([O:36][C:37]1[C:38]([Br:43])=[N:39][CH:40]=[CH:41][CH:42]=1)[C:30]1[CH:35]=[CH:34][CH:33]=[CH:32][CH:31]=1.[C:44]([O:48][CH3:49])(=[O:47])[C:45]#[CH:46].C([O-])([O-])=O.[K+].[K+]. Given the product [CH2:29]([O:36][C:37]1[CH:42]=[CH:41][C:40]2[N:39]([N:20]=[CH:46][C:45]=2[C:44]([O:48][CH3:49])=[O:47])[C:38]=1[Br:43])[C:30]1[CH:31]=[CH:32][CH:33]=[CH:34][CH:35]=1, predict the reactants needed to synthesize it. (3) Given the product [CH3:1][O:2][C:3]([C:5]1[CH:6]=[CH:7][C:8]2[S:12][C:11]([NH:13][CH:14]3[CH2:15][CH2:16][N:17]([CH2:26][C:25]4[CH:28]=[C:29]([O:30][CH2:31][CH3:32])[C:22]([Cl:21])=[C:23]([O:33][CH2:34][CH3:35])[CH:24]=4)[CH2:18][CH2:19]3)=[N:10][C:9]=2[CH:20]=1)=[O:4], predict the reactants needed to synthesize it. The reactants are: [CH3:1][O:2][C:3]([C:5]1[CH:6]=[CH:7][C:8]2[S:12][C:11]([NH:13][CH:14]3[CH2:19][CH2:18][NH:17][CH2:16][CH2:15]3)=[N:10][C:9]=2[CH:20]=1)=[O:4].[Cl:21][C:22]1[C:29]([O:30][CH2:31][CH3:32])=[CH:28][C:25]([CH:26]=O)=[CH:24][C:23]=1[O:33][CH2:34][CH3:35].C([BH3-])#N.[Na+].C(N(C(C)C)C(C)C)C. (4) Given the product [Cl:1][C:2]1[CH:7]=[CH:6][C:5]([NH:8][C:9]([NH:11][C:12]2[CH:17]=[CH:16][CH:15]=[C:14]([C:18]3[CH:23]=[CH:22][CH:21]=[C:20]([N:24]4[CH2:25][CH2:26][CH2:27][CH2:28]4)[N:19]=3)[CH:13]=2)=[O:10])=[CH:4][C:3]=1[C:72]#[C:71][CH2:70][CH2:69][O:73][CH:74]1[CH2:79][CH2:78][CH2:77][CH2:76][O:75]1, predict the reactants needed to synthesize it. The reactants are: [Cl:1][C:2]1[CH:7]=[CH:6][C:5]([NH:8][C:9]([NH:11][C:12]2[CH:17]=[CH:16][CH:15]=[C:14]([C:18]3[CH:23]=[CH:22][CH:21]=[C:20]([N:24]4[CH2:28][CH2:27][CH2:26][CH2:25]4)[N:19]=3)[CH:13]=2)=[O:10])=[C:4](C#CCCOC2CCCCO2)[CH:3]=1.ClC1C=CC(NC(NC2C=CC=C(C3C=CC=C(N4CCCC4)N=3)C=2)=O)=CC=1I.[CH2:69]([O:73][CH:74]1[CH2:79][CH2:78][CH2:77][CH2:76][O:75]1)[CH2:70][C:71]#[CH:72].